From a dataset of Peptide-MHC class I binding affinity with 185,985 pairs from IEDB/IMGT. Regression. Given a peptide amino acid sequence and an MHC pseudo amino acid sequence, predict their binding affinity value. This is MHC class I binding data. (1) The binding affinity (normalized) is 0.592. The peptide sequence is FPQAAPHGVV. The MHC is HLA-B07:02 with pseudo-sequence HLA-B07:02. (2) The peptide sequence is TSFVYVPSA. The MHC is Patr-A0401 with pseudo-sequence Patr-A0401. The binding affinity (normalized) is 0.316. (3) The peptide sequence is SICSTMTNR. The MHC is HLA-A11:01 with pseudo-sequence HLA-A11:01. The binding affinity (normalized) is 0.763. (4) The peptide sequence is FIAQSKGLY. The MHC is HLA-A30:02 with pseudo-sequence HLA-A30:02. The binding affinity (normalized) is 0.704. (5) The peptide sequence is QALNSVANR. The MHC is HLA-A31:01 with pseudo-sequence HLA-A31:01. The binding affinity (normalized) is 0.770. (6) The peptide sequence is VVDTFISYNR. The MHC is HLA-A03:01 with pseudo-sequence HLA-A03:01. The binding affinity (normalized) is 0.275.